From a dataset of Reaction yield outcomes from USPTO patents with 853,638 reactions. Predict the reaction yield, written as a fraction of the theoretical maximum amount of product (1.0 means a 100% yield; for example, 0.34 means a 34% yield). The reactants are [N:1]1[CH:2]=[CH:3][N:4]2[C:9]=1[CH:8]=[CH:7][C:6]([O:10][C:11]1[CH:12]=[C:13]([CH:15]=[CH:16][CH:17]=1)[NH2:14])=[N:5]2.C(N(CC)CC)C.[F:25][C:26]([F:37])([F:36])[C:27]1[CH:32]=[CH:31][C:30]([N:33]=[C:34]=[O:35])=[CH:29][CH:28]=1. The catalyst is O1CCCC1. The product is [N:1]1[CH:2]=[CH:3][N:4]2[C:9]=1[CH:8]=[CH:7][C:6]([O:10][C:11]1[CH:12]=[C:13]([NH:14][C:34]([NH:33][C:30]3[CH:29]=[CH:28][C:27]([C:26]([F:25])([F:36])[F:37])=[CH:32][CH:31]=3)=[O:35])[CH:15]=[CH:16][CH:17]=1)=[N:5]2. The yield is 0.500.